From a dataset of Full USPTO retrosynthesis dataset with 1.9M reactions from patents (1976-2016). Predict the reactants needed to synthesize the given product. (1) Given the product [CH3:1][C:2]([CH2:15][CH2:16][CH2:17][CH:18]([CH3:30])[CH2:19][CH2:20][CH2:21][CH:22]([CH3:29])[CH2:23][CH2:24][CH2:25][CH:26]([CH3:28])[CH3:27])=[CH:3][CH2:4][CH2:5][CH2:6][O:7][CH2:8][C@@H:9]([C@@H:11]([CH2:13][OH:14])[OH:12])[OH:10].[CH3:31][C:32]([CH2:45][CH2:46][CH2:47][CH:48]([CH3:60])[CH2:49][CH2:50][CH2:51][CH:52]([CH3:59])[CH2:53][CH2:54][CH2:55][CH:56]([CH3:58])[CH3:57])=[CH:33][CH2:34][CH2:35][CH2:36][O:37][C@H:38]([C@@H:41]([CH2:43][OH:44])[OH:42])[CH2:39][OH:40].[OH2:7], predict the reactants needed to synthesize it. The reactants are: [CH3:1][C:2]([CH2:15][CH2:16][CH2:17][CH:18]([CH3:30])[CH2:19][CH2:20][CH2:21][CH:22]([CH3:29])[CH2:23][CH2:24][CH2:25][CH:26]([CH3:28])[CH3:27])=[CH:3][CH2:4][CH2:5][CH2:6][O:7][CH2:8][C@@H:9]([C@@H:11]([CH2:13][OH:14])[OH:12])[OH:10].[CH3:31][C:32]([CH2:45][CH2:46][CH2:47][CH:48]([CH3:60])[CH2:49][CH2:50][CH2:51][CH:52]([CH3:59])[CH2:53][CH2:54][CH2:55][CH:56]([CH3:58])[CH3:57])=[CH:33][CH2:34][CH2:35][CH2:36][O:37][C@H:38]([C@@H:41]([CH2:43][OH:44])[OH:42])[CH2:39][OH:40]. (2) Given the product [Cl:1][C:2]1[CH:11]=[C:10]([CH:12]2[C:22]([C:23]3[CH:28]=[CH:27][CH:26]=[CH:25][CH:24]=3)=[C:21]([C:15]3[CH:20]=[CH:19][CH:18]=[CH:17][CH:16]=3)[NH:33][C:31](=[O:32])[NH:30]2)[CH:9]=[C:8]([OH:14])[C:3]=1[C:4]([OH:6])=[O:5], predict the reactants needed to synthesize it. The reactants are: [Cl:1][C:2]1[CH:11]=[C:10]([CH:12]=O)[CH:9]=[C:8]([OH:14])[C:3]=1[C:4]([O:6]C)=[O:5].[C:15]1([C:21](=O)[CH2:22][C:23]2[CH:28]=[CH:27][CH:26]=[CH:25][CH:24]=2)[CH:20]=[CH:19][CH:18]=[CH:17][CH:16]=1.[NH2:30][C:31]([NH2:33])=[O:32].Cl. (3) Given the product [C:1]([O:7][CH2:8][C@H:9]1[O:14][C:13]2[CH:15]=[C:16]([CH2:19][CH2:20][N:21]3[CH2:22][C@@H:23]([C:25]4[CH:36]=[CH:35][C:28]5[O:29][C:30]([CH3:34])([CH3:33])[O:31][CH2:32][C:27]=5[CH:26]=4)[O:24][C:39]3=[O:40])[CH:17]=[CH:18][C:12]=2[O:11][CH2:10]1)(=[O:6])[C:2]([CH3:5])([CH3:4])[CH3:3], predict the reactants needed to synthesize it. The reactants are: [C:1]([O:7][CH2:8][C@H:9]1[O:14][C:13]2[CH:15]=[C:16]([CH2:19][CH2:20][NH:21][CH2:22][C@@H:23]([C:25]3[CH:36]=[CH:35][C:28]4[O:29][C:30]([CH3:34])([CH3:33])[O:31][CH2:32][C:27]=4[CH:26]=3)[OH:24])[CH:17]=[CH:18][C:12]=2[O:11][CH2:10]1)(=[O:6])[C:2]([CH3:5])([CH3:4])[CH3:3].C1C[O:40][CH2:39]C1. (4) The reactants are: Cl[C:2]1[C:3]2[C:4](=[CH:16][N:17](CC3C=CC(OC)=CC=3)[N:18]=2)[N:5]=[C:6]([C:8]2[CH:13]=[CH:12][CH:11]=[C:10]([O:14][CH3:15])[CH:9]=2)[N:7]=1.[NH:28]1[C:36]2[C:31](=[CH:32][CH:33]=[C:34]([NH2:37])[CH:35]=2)[CH:30]=[N:29]1.Cl. Given the product [NH:28]1[C:36]2[C:31](=[CH:32][CH:33]=[C:34]([NH:37][C:2]3[C:3]4[NH:18][N:17]=[CH:16][C:4]=4[N:5]=[C:6]([C:8]4[CH:13]=[CH:12][CH:11]=[C:10]([O:14][CH3:15])[CH:9]=4)[N:7]=3)[CH:35]=2)[CH:30]=[N:29]1, predict the reactants needed to synthesize it. (5) Given the product [CH2:6]([C:2]1[CH:3]=[C:4]([NH2:5])[N:21]([C:17]2[CH:18]=[CH:19][CH:20]=[C:15]([F:14])[CH:16]=2)[N:22]=1)[C:7]1[CH:12]=[CH:11][CH:10]=[CH:9][CH:8]=1, predict the reactants needed to synthesize it. The reactants are: O=[C:2]([CH2:6][C:7]1[CH:12]=[CH:11][CH:10]=[CH:9][CH:8]=1)[CH2:3][C:4]#[N:5].Cl.[F:14][C:15]1[CH:16]=[C:17]([NH:21][NH2:22])[CH:18]=[CH:19][CH:20]=1.C(O)(=O)C. (6) Given the product [CH:1]1([CH2:6][N:7]2[CH2:12][CH2:11][N:10]([C:13]3[N:18]=[CH:17][C:16]([C:19]4[CH:24]=[CH:23][C:22]([C:25]5[S:29][C:28]([C@H:30]6[CH2:31][CH2:32][C@H:33]([CH2:36][OH:37])[CH2:34][CH2:35]6)=[N:27][N:26]=5)=[CH:21][CH:20]=4)=[CH:15][N:14]=3)[CH2:9][CH2:8]2)[CH2:5][CH2:4][CH2:3][CH2:2]1, predict the reactants needed to synthesize it. The reactants are: [CH:1]1([CH2:6][N:7]2[CH2:12][CH2:11][N:10]([C:13]3[N:18]=[CH:17][C:16]([C:19]4[CH:24]=[CH:23][C:22]([C:25]5[S:29][C:28]([C@H:30]6[CH2:35][CH2:34][C@H:33]([C:36](OC)=[O:37])[CH2:32][CH2:31]6)=[N:27][N:26]=5)=[CH:21][CH:20]=4)=[CH:15][N:14]=3)[CH2:9][CH2:8]2)[CH2:5][CH2:4][CH2:3][CH2:2]1.[H-].[Al+3].[Li+].[H-].[H-].[H-].C(Cl)(Cl)Cl.[F-].[Na+]. (7) The reactants are: [Cl:1][C:2]1[CH:7]=[CH:6][C:5]([NH:8][CH:9]2[CH2:12][NH:11][CH2:10]2)=[C:4]([N+:13]([O-:15])=[O:14])[CH:3]=1.[CH3:16][S:17](Cl)(=[O:19])=[O:18].C(N(CC)CC)C. Given the product [Cl:1][C:2]1[CH:7]=[CH:6][C:5]([NH:8][CH:9]2[CH2:12][N:11]([S:17]([CH3:16])(=[O:19])=[O:18])[CH2:10]2)=[C:4]([N+:13]([O-:15])=[O:14])[CH:3]=1, predict the reactants needed to synthesize it. (8) The reactants are: [CH3:1][C:2]1[CH:3]=[C:4]([O:15][C:16]2[C:25]3[C:20](=[CH:21][C:22]([OH:28])=[C:23]([O:26][CH3:27])[CH:24]=3)[N:19]=[CH:18][CH:17]=2)[C:5]([C:9]2[CH:10]=[N:11][CH:12]=[CH:13][CH:14]=2)=[N:6][C:7]=1[CH3:8].C(=O)([O-])[O-].[K+].[K+].Br[CH2:36][CH2:37][CH2:38][CH2:39][OH:40].O. Given the product [CH3:1][C:2]1[CH:3]=[C:4]([O:15][C:16]2[C:25]3[C:20](=[CH:21][C:22]([O:28][CH2:36][CH2:37][CH2:38][CH2:39][OH:40])=[C:23]([O:26][CH3:27])[CH:24]=3)[N:19]=[CH:18][CH:17]=2)[C:5]([C:9]2[CH:10]=[N:11][CH:12]=[CH:13][CH:14]=2)=[N:6][C:7]=1[CH3:8], predict the reactants needed to synthesize it.